Predict the reaction yield, written as a fraction of the theoretical maximum amount of product (1.0 means a 100% yield; for example, 0.34 means a 34% yield). From a dataset of Reaction yield outcomes from USPTO patents with 853,638 reactions. (1) The reactants are Cl[C:2]1[CH:10]=[CH:9][CH:8]=[C:7]2[C:3]=1[CH:4]=[N:5][N:6]2[CH:11]1[CH2:16][CH2:15][CH2:14][CH2:13][O:12]1.CS(C)=O.[B:21]1([B:21]2[O:25][C:24]([CH3:27])([CH3:26])[C:23]([CH3:29])([CH3:28])[O:22]2)[O:25][C:24]([CH3:27])([CH3:26])[C:23]([CH3:29])([CH3:28])[O:22]1.C([O-])(=O)C.[K+]. The catalyst is C1C=CC(P(C2C=CC=CC=2)C2C=CC=CC=2)=CC=1.C1C=CC(P(C2C=CC=CC=2)C2C=CC=CC=2)=CC=1.Cl[Pd]Cl.C1(P(C2CCCCC2)C2CCCCC2)CCCCC1.CCOC(C)=O. The product is [O:12]1[CH2:13][CH2:14][CH2:15][CH2:16][CH:11]1[N:6]1[C:7]2[C:3](=[C:2]([B:21]3[O:25][C:24]([CH3:27])([CH3:26])[C:23]([CH3:29])([CH3:28])[O:22]3)[CH:10]=[CH:9][CH:8]=2)[CH:4]=[N:5]1. The yield is 1.00. (2) The reactants are Br[C:2]1[CH:7]=[CH:6][CH:5]=[C:4]([N+:8]([O-:10])=[O:9])[C:3]=1[O:11][CH3:12].[CH3:13][C:14]1([CH3:30])[C:18]([CH3:20])([CH3:19])[O:17][B:16]([B:16]2[O:17][C:18]([CH3:20])([CH3:19])[C:14]([CH3:30])([CH3:13])[O:15]2)[O:15]1.C([O-])(=O)C.[K+]. The catalyst is COCCOC.C1C=CC([P]([Pd]([P](C2C=CC=CC=2)(C2C=CC=CC=2)C2C=CC=CC=2)([P](C2C=CC=CC=2)(C2C=CC=CC=2)C2C=CC=CC=2)[P](C2C=CC=CC=2)(C2C=CC=CC=2)C2C=CC=CC=2)(C2C=CC=CC=2)C2C=CC=CC=2)=CC=1. The product is [CH3:12][O:11][C:3]1[C:4]([N+:8]([O-:10])=[O:9])=[CH:5][CH:6]=[CH:7][C:2]=1[B:16]1[O:17][C:18]([CH3:20])([CH3:19])[C:14]([CH3:30])([CH3:13])[O:15]1. The yield is 0.619. (3) The reactants are Br[C:2]1[CH:8]=[CH:7][C:5]([NH2:6])=[C:4]([CH2:9][CH3:10])[CH:3]=1.[CH3:11][PH:12](=[O:14])[CH3:13].P([O-])([O-])([O-])=O.[K+].[K+].[K+]. The catalyst is CN(C=O)C.C([O-])(=O)C.[Pd+2].C([O-])(=O)C.CC1(C)C2C(=C(P(C3C=CC=CC=3)C3C=CC=CC=3)C=CC=2)OC2C(P(C3C=CC=CC=3)C3C=CC=CC=3)=CC=CC1=2. The product is [CH3:11][P:12]([C:2]1[CH:8]=[CH:7][C:5]([NH2:6])=[C:4]([CH2:9][CH3:10])[CH:3]=1)([CH3:13])=[O:14]. The yield is 0.780. (4) The reactants are C(Cl)Cl.[Cl:4][C:5]1[C:6]([CH:13]([S:22]([C:25]2[CH:30]=[CH:29][C:28]([Cl:31])=[CH:27][CH:26]=2)(=[O:24])=[O:23])[C:14]2[CH:19]=[C:18]([F:20])[CH:17]=[CH:16][C:15]=2[F:21])=[CH:7][C:8]([NH:11][NH2:12])=[N:9][CH:10]=1.[C:32](O[C:32]([O:34][C:35]([CH3:38])([CH3:37])[CH3:36])=[O:33])([O:34][C:35]([CH3:38])([CH3:37])[CH3:36])=[O:33]. The catalyst is CCCCCC. The product is [Cl:4][C:5]1[C:6]([CH:13]([S:22]([C:25]2[CH:30]=[CH:29][C:28]([Cl:31])=[CH:27][CH:26]=2)(=[O:24])=[O:23])[C:14]2[CH:19]=[C:18]([F:20])[CH:17]=[CH:16][C:15]=2[F:21])=[CH:7][C:8]([NH:11][NH:12][C:32]([O:34][C:35]([CH3:38])([CH3:37])[CH3:36])=[O:33])=[N:9][CH:10]=1. The yield is 0.820.